From a dataset of Catalyst prediction with 721,799 reactions and 888 catalyst types from USPTO. Predict which catalyst facilitates the given reaction. (1) Reactant: [O:1]1[CH:5]=[CH:4][CH:3]=[C:2]1[C:6]1[C:11]([C:12]2[CH:17]=[CH:16][N:15]=[CH:14][CH:13]=2)=[CH:10][C:9]([NH2:18])=[C:8]([NH2:19])[N:7]=1.[CH2:20](OC(OCC)OCC)C.O.C(=O)([O-])O.[Na+]. Product: [O:1]1[CH:5]=[CH:4][CH:3]=[C:2]1[C:6]1[N:7]=[C:8]2[NH:19][CH:20]=[N:18][C:9]2=[CH:10][C:11]=1[C:12]1[CH:17]=[CH:16][N:15]=[CH:14][CH:13]=1. The catalyst class is: 15. (2) Reactant: [CH:1]1([CH2:4][CH2:5][NH:6][C:7]([C:9]2[N:10]=[N:11][C:12]([N:15]3[CH2:20][CH2:19][CH:18]([NH:21][C:22]4[CH:27]=[CH:26][CH:25]=[CH:24][C:23]=4[C:28]([F:31])([F:30])[F:29])[CH2:17][CH2:16]3)=[CH:13][CH:14]=2)=[O:8])[CH2:3][CH2:2]1.[ClH:32].CCOCC. Product: [ClH:32].[CH:1]1([CH2:4][CH2:5][NH:6][C:7]([C:9]2[N:10]=[N:11][C:12]([N:15]3[CH2:20][CH2:19][CH:18]([NH:21][C:22]4[CH:27]=[CH:26][CH:25]=[CH:24][C:23]=4[C:28]([F:29])([F:30])[F:31])[CH2:17][CH2:16]3)=[CH:13][CH:14]=2)=[O:8])[CH2:3][CH2:2]1. The catalyst class is: 4. (3) Reactant: CCN(C(C)C)C(C)C.CN(C(ON1N=NC2C=CC=NC1=2)=[N+](C)C)C.F[P-](F)(F)(F)(F)F.Cl.Cl.[NH:36]1[CH:40]=[C:39]([CH2:41][CH2:42][NH2:43])[N:38]=[CH:37]1.[CH3:44][C:45]1[CH:46]=[CH:47][C:48]([N:54]2[N:58]=[CH:57][CH:56]=[N:55]2)=[C:49]([CH:53]=1)[C:50](O)=[O:51]. Product: [NH:36]1[CH:40]=[C:39]([CH2:41][CH2:42][NH:43][C:50](=[O:51])[C:49]2[CH:53]=[C:45]([CH3:44])[CH:46]=[CH:47][C:48]=2[N:54]2[N:58]=[CH:57][CH:56]=[N:55]2)[N:38]=[CH:37]1. The catalyst class is: 18. (4) Product: [Br:1][C:2]1[CH:3]=[C:4]2[C:9](=[CH:10][CH:11]=1)[N:8]=[CH:7][N:6]([CH2:20][CH2:21][CH2:22][N:23]1[CH2:28][CH2:27][O:26][CH2:25][CH2:24]1)[C:5]2=[O:12]. Reactant: [Br:1][C:2]1[CH:3]=[C:4]2[C:9](=[CH:10][CH:11]=1)[N:8]=[CH:7][NH:6][C:5]2=[O:12].C([O-])([O-])=O.[K+].[K+].Cl[CH2:20][CH2:21][CH2:22][N:23]1[CH2:28][CH2:27][O:26][CH2:25][CH2:24]1. The catalyst class is: 3. (5) Reactant: [F:1][C:2]1[CH:7]=[CH:6][C:5]([N:8]2[CH:17]=[CH:16][C:15]3[C:10](=[CH:11][CH:12]=[C:13]([O:18][CH3:19])[CH:14]=3)[C:9]2=[O:20])=[CH:4][CH:3]=1.[Br:21]N1C(=O)CCC1=O. Product: [Br:21][C:16]1[C:15]2[C:10](=[CH:11][CH:12]=[C:13]([O:18][CH3:19])[CH:14]=2)[C:9](=[O:20])[N:8]([C:5]2[CH:4]=[CH:3][C:2]([F:1])=[CH:7][CH:6]=2)[CH:17]=1. The catalyst class is: 10.